This data is from Cav3 T-type calcium channel HTS with 100,875 compounds. The task is: Binary Classification. Given a drug SMILES string, predict its activity (active/inactive) in a high-throughput screening assay against a specified biological target. The compound is O1CCN(CC1)C(=O)c1c(NC(=O)c2c(OC)cccc2OC)cccc1. The result is 0 (inactive).